Dataset: Full USPTO retrosynthesis dataset with 1.9M reactions from patents (1976-2016). Task: Predict the reactants needed to synthesize the given product. (1) Given the product [C:21]([O:20][C:18]([N:14]1[CH2:13][CH:12]([O:25][C:26]2[N:27]=[C:28]([C:32]([OH:34])=[O:33])[CH:29]=[CH:30][CH:31]=2)[CH:11]([C:6]2[CH:7]=[CH:8][C:9]([Cl:10])=[C:4]([Cl:3])[CH:5]=2)[O:17][CH2:16][CH2:15]1)=[O:19])([CH3:24])([CH3:22])[CH3:23], predict the reactants needed to synthesize it. The reactants are: [OH-].[Na+].[Cl:3][C:4]1[CH:5]=[C:6]([CH:11]2[O:17][CH2:16][CH2:15][N:14]([C:18]([O:20][C:21]([CH3:24])([CH3:23])[CH3:22])=[O:19])[CH2:13][CH:12]2[O:25][C:26]2[CH:31]=[CH:30][CH:29]=[C:28]([C:32]([O:34]C)=[O:33])[N:27]=2)[CH:7]=[CH:8][C:9]=1[Cl:10].O. (2) Given the product [CH2:16]([O:1][CH2:2][C:3]1([CH2:7][OH:8])[CH2:6][CH2:5][CH2:4]1)[C:17]1[CH:22]=[CH:21][CH:20]=[CH:19][CH:18]=1, predict the reactants needed to synthesize it. The reactants are: [OH:1][CH2:2][C:3]1([CH2:7][OH:8])[CH2:6][CH2:5][CH2:4]1.O1CCCC1.[H-].[Na+].[CH2:16](Br)[C:17]1[CH:22]=[CH:21][CH:20]=[CH:19][CH:18]=1. (3) Given the product [CH:19]1([C:2]2[C:11]3[O:10][CH2:9][CH2:8][N:7]([C:12]([O:14][C:15]([CH3:18])([CH3:17])[CH3:16])=[O:13])[CH2:6][C:5]=3[S:4][CH:3]=2)[CH2:21][CH2:20]1, predict the reactants needed to synthesize it. The reactants are: Br[C:2]1[C:11]2[O:10][CH2:9][CH2:8][N:7]([C:12]([O:14][C:15]([CH3:18])([CH3:17])[CH3:16])=[O:13])[CH2:6][C:5]=2[S:4][CH:3]=1.[CH:19]1(B(O)O)[CH2:21][CH2:20]1.CC(C)([O-])C.[K+].C1(P(C2CCCCC2)C2CCCCC2)CCCCC1. (4) Given the product [C:21]1([NH:20][C:2]2[C:11]3[C:6](=[CH:7][CH:8]=[C:9]4[S:14][CH:13]=[CH:12][C:10]4=3)[N:5]=[CH:4][C:3]=2[C:15]([O:17][CH2:18][CH3:19])=[O:16])[CH:26]=[CH:25][CH:24]=[CH:23][CH:22]=1, predict the reactants needed to synthesize it. The reactants are: Cl[C:2]1[C:11]2[C:6](=[CH:7][CH:8]=[C:9]3[S:14][CH:13]=[CH:12][C:10]3=2)[N:5]=[CH:4][C:3]=1[C:15]([O:17][CH2:18][CH3:19])=[O:16].[NH2:20][C:21]1[CH:26]=[CH:25][CH:24]=[CH:23][CH:22]=1. (5) Given the product [CH3:17][O:16][N:14]([CH3:15])[C:13]([C:11]1[N:12]=[C:8]([NH2:7])[S:9][CH:10]=1)=[O:18], predict the reactants needed to synthesize it. The reactants are: C(OC(=O)[NH:7][C:8]1[S:9][CH:10]=[C:11]([C:13](=[O:18])[N:14]([O:16][CH3:17])[CH3:15])[N:12]=1)(C)(C)C.FC(F)(F)C(O)=O.